Dataset: TCR-epitope binding with 47,182 pairs between 192 epitopes and 23,139 TCRs. Task: Binary Classification. Given a T-cell receptor sequence (or CDR3 region) and an epitope sequence, predict whether binding occurs between them. (1) The epitope is ILGLPTQTV. The TCR CDR3 sequence is CASSFGGYEQYF. Result: 0 (the TCR does not bind to the epitope). (2) The epitope is LLWNGPMAV. The TCR CDR3 sequence is CASSFRTGPTYEQYF. Result: 0 (the TCR does not bind to the epitope). (3) The epitope is YFPLQSYGF. The TCR CDR3 sequence is CASSLELGSSYNEQFF. Result: 1 (the TCR binds to the epitope). (4) The epitope is KAFSPEVIPMF. The TCR CDR3 sequence is CASSGSGTGYGYTF. Result: 1 (the TCR binds to the epitope). (5) The epitope is VLWAHGFEL. The TCR CDR3 sequence is CASSLDWGNTEAFF. Result: 1 (the TCR binds to the epitope). (6) The epitope is GILGFVFTL. The TCR CDR3 sequence is CASTQRIGVEQYF. Result: 1 (the TCR binds to the epitope).